Dataset: Forward reaction prediction with 1.9M reactions from USPTO patents (1976-2016). Task: Predict the product of the given reaction. Given the reactants [F:1][C:2]([F:47])([F:46])[C:3]1[CH:4]=[C:5]([CH:39]=[C:40]([C:42]([F:45])([F:44])[F:43])[CH:41]=1)[CH2:6][N:7]([CH2:21][C:22]1[CH:27]=[C:26]([C:28]([F:31])([F:30])[F:29])[CH:25]=[CH:24][C:23]=1[C:32]1[CH:37]=[C:36]([CH3:38])[CH:35]=[CH:34][N:33]=1)[C:8]1[N:13]=[CH:12][C:11]([O:14][CH2:15][CH2:16][CH2:17][C:18]([OH:20])=[O:19])=[CH:10][N:9]=1.[OH-].[Na+:49], predict the reaction product. The product is: [Na+:49].[F:47][C:2]([F:1])([F:46])[C:3]1[CH:4]=[C:5]([CH:39]=[C:40]([C:42]([F:45])([F:44])[F:43])[CH:41]=1)[CH2:6][N:7]([CH2:21][C:22]1[CH:27]=[C:26]([C:28]([F:31])([F:30])[F:29])[CH:25]=[CH:24][C:23]=1[C:32]1[CH:37]=[C:36]([CH3:38])[CH:35]=[CH:34][N:33]=1)[C:8]1[N:9]=[CH:10][C:11]([O:14][CH2:15][CH2:16][CH2:17][C:18]([O-:20])=[O:19])=[CH:12][N:13]=1.